Task: Predict the reactants needed to synthesize the given product.. Dataset: Full USPTO retrosynthesis dataset with 1.9M reactions from patents (1976-2016) (1) Given the product [CH3:5][O:6][C:7]([C:9]1[NH:10][C:11]([C:15]([CH3:18])([CH3:17])[CH3:16])=[CH:12][C:13]=1[NH:14][C:1]([NH:25][C:26]1[CH:31]=[CH:30][C:29]([CH3:32])=[CH:28][CH:27]=1)=[O:2])=[O:8], predict the reactants needed to synthesize it. The reactants are: [C:1](Cl)(Cl)=[O:2].[CH3:5][O:6][C:7]([C:9]1[NH:10][C:11]([C:15]([CH3:18])([CH3:17])[CH3:16])=[CH:12][C:13]=1[NH2:14])=[O:8].N1C=CC=CC=1.[NH2:25][C:26]1[CH:31]=[CH:30][C:29]([CH3:32])=[CH:28][CH:27]=1. (2) Given the product [CH2:27]([N:17]1[C:18]2[C:13](=[C:12]([OH:41])[C:11]([C:9]([NH:8][C:5]3([CH2:4][C:3]([OH:42])=[O:2])[CH2:6][CH2:7]3)=[O:10])=[N:20][C:19]=2[C:21]2[CH:22]=[N:23][CH:24]=[CH:25][CH:26]=2)[CH:14]=[C:15]([C:35]2[CH:36]=[CH:37][CH:38]=[CH:39][CH:40]=2)[C:16]1=[O:34])[C:28]1[CH:33]=[CH:32][CH:31]=[CH:30][CH:29]=1, predict the reactants needed to synthesize it. The reactants are: C[O:2][C:3](=[O:42])[CH2:4][C:5]1([NH:8][C:9]([C:11]2[C:12]([OH:41])=[C:13]3[C:18](=[C:19]([C:21]4[CH:22]=[N:23][CH:24]=[CH:25][CH:26]=4)[N:20]=2)[N:17]([CH2:27][C:28]2[CH:33]=[CH:32][CH:31]=[CH:30][CH:29]=2)[C:16](=[O:34])[C:15]([C:35]2[CH:40]=[CH:39][CH:38]=[CH:37][CH:36]=2)=[CH:14]3)=[O:10])[CH2:7][CH2:6]1.[OH-].[Na+].CO.C1COCC1. (3) Given the product [F:26][C:27]([F:38])([F:37])[C:28]([NH:1][C:2]1[CH:7]=[C:6]([C:8]([F:9])([F:11])[F:10])[CH:5]=[CH:4][C:3]=1[S:12](=[O:13])(=[O:14])[NH:15][C:16]1[CH:17]=[CH:18][CH:19]=[C:20]2[C:25]=1[N:24]=[CH:23][CH:22]=[CH:21]2)=[O:29], predict the reactants needed to synthesize it. The reactants are: [NH2:1][C:2]1[CH:7]=[C:6]([C:8]([F:11])([F:10])[F:9])[CH:5]=[CH:4][C:3]=1[S:12]([NH:15][C:16]1[CH:17]=[CH:18][CH:19]=[C:20]2[C:25]=1[N:24]=[CH:23][CH:22]=[CH:21]2)(=[O:14])=[O:13].[F:26][C:27]([F:38])([F:37])[C:28](O[C:28](=[O:29])[C:27]([F:38])([F:37])[F:26])=[O:29].CCN(C(C)C)C(C)C. (4) Given the product [C:1]([N:5]1[C:9](=[O:10])[C:8]([NH:11][CH2:12][CH2:13][CH2:14][O:15][C:16]2[CH:25]=[CH:24][C:19]([C:20]([OH:22])=[O:21])=[CH:18][CH:17]=2)=[C:7]([C:26]2[CH:31]=[CH:30][CH:29]=[CH:28][CH:27]=2)[S:6]1(=[O:32])=[O:33])([CH3:4])([CH3:2])[CH3:3], predict the reactants needed to synthesize it. The reactants are: [C:1]([N:5]1[C:9](=[O:10])[C:8]([NH:11][CH2:12][CH2:13][CH2:14][O:15][C:16]2[CH:25]=[CH:24][C:19]([C:20]([O:22]C)=[O:21])=[CH:18][CH:17]=2)=[C:7]([C:26]2[CH:31]=[CH:30][CH:29]=[CH:28][CH:27]=2)[S:6]1(=[O:33])=[O:32])([CH3:4])([CH3:3])[CH3:2].[Li+].[I-]. (5) Given the product [Br:31][C:32]1[CH:37]=[CH:36][C:35]2[NH:38][C:5]([C@@H:4]([NH:8][C:9](=[O:10])[O:11][C:12]([CH3:15])([CH3:14])[CH3:13])[CH2:3][CH2:2][CH3:1])=[N:39][C:34]=2[CH:33]=1, predict the reactants needed to synthesize it. The reactants are: [CH3:1][CH2:2][CH2:3][C@H:4]([NH:8][C:9]([O:11][C:12]([CH3:15])([CH3:14])[CH3:13])=[O:10])[C:5](O)=O.CN1CCOCC1.ClC(OCC(C)C)=O.[Br:31][C:32]1[CH:33]=[C:34]([NH2:39])[C:35]([NH2:38])=[CH:36][CH:37]=1.C(O)(=O)C. (6) Given the product [CH:1]([C@@H:4]1[N:10]([C:20]2[CH:25]=[CH:24][N:23]=[CH:22][CH:21]=2)[CH2:9][C:8]2[CH:11]=[CH:12][C:13]([C:15]([O:17][CH3:18])=[O:16])=[CH:14][C:7]=2[O:6][CH2:5]1)([CH3:3])[CH3:2], predict the reactants needed to synthesize it. The reactants are: [CH:1]([C@@H:4]1[NH:10][CH2:9][C:8]2[CH:11]=[CH:12][C:13]([C:15]([O:17][CH3:18])=[O:16])=[CH:14][C:7]=2[O:6][CH2:5]1)([CH3:3])[CH3:2].Br[C:20]1[CH:25]=[CH:24][N:23]=[CH:22][CH:21]=1.CC(OC1C=CC=C(OC(C)C)C=1C1C(P(C2CCCCC2)C2CCCCC2)=CC=CC=1)C.CC(C)([O-])C.[Na+]. (7) Given the product [Cl:25][C:6]1[C:7](=[O:24])[N:8]([CH2:9][CH2:10][C:11]2[CH:12]=[CH:13][C:14]([C:15]([OH:17])=[O:16])=[CH:22][CH:23]=2)[C:3]([CH2:2][N:28]([CH3:27])[C:29]2[CH:34]=[CH:33][CH:32]=[C:31]([O:35][C:36]([F:37])([F:38])[F:39])[CH:30]=2)=[C:4]([Cl:26])[CH:5]=1, predict the reactants needed to synthesize it. The reactants are: Br[CH2:2][C:3]1[N:8]([CH2:9][CH2:10][C:11]2[CH:23]=[CH:22][C:14]([C:15]([O:17]C(C)(C)C)=[O:16])=[CH:13][CH:12]=2)[C:7](=[O:24])[C:6]([Cl:25])=[CH:5][C:4]=1[Cl:26].[CH3:27][NH:28][C:29]1[CH:34]=[CH:33][CH:32]=[C:31]([O:35][C:36]([F:39])([F:38])[F:37])[CH:30]=1.C(OCC)(=O)C.O.